From a dataset of Forward reaction prediction with 1.9M reactions from USPTO patents (1976-2016). Predict the product of the given reaction. (1) Given the reactants [Br:1][C:2]1[CH:3]=[CH:4][C:5]2[C:6]([C:11]=1[CH3:12])=[N+:7]([O-])[O:8][N:9]=2.P(OCC)(OCC)OCC, predict the reaction product. The product is: [Br:1][C:2]1[CH:3]=[CH:4][C:5]2=[N:9][O:8][N:7]=[C:6]2[C:11]=1[CH3:12]. (2) Given the reactants [F:1][C:2]1[C:3]([C:9]2[N:13]([CH:14]3[CH2:19][CH2:18][O:17][CH2:16][CH2:15]3)[C:12]([CH3:20])=[N:11][CH:10]=2)=[N:4][C:5]([NH2:8])=[N:6][CH:7]=1.Br[C:22]1[CH:27]=[CH:26][C:25]([S:28]([N:31]2[CH2:36][CH2:35][O:34][CH2:33][C@H:32]2[CH3:37])(=[O:30])=[O:29])=[CH:24][CH:23]=1.C([O-])([O-])=O.[Cs+].[Cs+].CC(C1C=C(C(C)C)C(C2C=CC=CC=2P(C2CCCCC2)C2CCCCC2)=C(C(C)C)C=1)C, predict the reaction product. The product is: [F:1][C:2]1[C:3]([C:9]2[N:13]([CH:14]3[CH2:19][CH2:18][O:17][CH2:16][CH2:15]3)[C:12]([CH3:20])=[N:11][CH:10]=2)=[N:4][C:5]([NH:8][C:22]2[CH:27]=[CH:26][C:25]([S:28]([N:31]3[CH2:36][CH2:35][O:34][CH2:33][C@H:32]3[CH3:37])(=[O:29])=[O:30])=[CH:24][CH:23]=2)=[N:6][CH:7]=1. (3) The product is: [O:22]=[S:23]1(=[O:33])[CH:27]=[CH:26][C:25]2[CH:28]=[CH:29][C:30]([NH:32][C:10](=[O:11])[C:9]3[CH:8]=[C:7]([C:1]4[CH:6]=[CH:5][CH:4]=[CH:3][CH:2]=4)[N:15]=[C:14]([C:16]4[CH:21]=[CH:20][CH:19]=[CH:18][CH:17]=4)[CH:13]=3)=[CH:31][C:24]1=2. Given the reactants [C:1]1([C:7]2[CH:8]=[C:9]([CH:13]=[C:14]([C:16]3[CH:21]=[CH:20][CH:19]=[CH:18][CH:17]=3)[N:15]=2)[C:10](O)=[O:11])[CH:6]=[CH:5][CH:4]=[CH:3][CH:2]=1.[O:22]=[S:23]1(=[O:33])[CH:27]=[CH:26][C:25]2[CH:28]=[CH:29][C:30]([NH2:32])=[CH:31][C:24]1=2.CCN(C(C)C)C(C)C.CN(C(ON1N=NC2C=CC=CC1=2)=[N+](C)C)C.F[P-](F)(F)(F)(F)F, predict the reaction product. (4) Given the reactants Br.[CH3:2][C:3]1[N:4]=[C:5]([C@H:8]2[CH2:12][CH2:11][CH2:10][N:9]2C(OCC2C=CC=CC=2)=O)[S:6][CH:7]=1.CCOCC, predict the reaction product. The product is: [CH3:2][C:3]1[N:4]=[C:5]([C@H:8]2[CH2:12][CH2:11][CH2:10][NH:9]2)[S:6][CH:7]=1. (5) Given the reactants [CH3:1][C:2](=[CH2:5])[CH2:3][NH2:4].[CH3:6][C:7]1[CH:12]=[CH:11][N:10]=[C:9]([CH:13]=[CH:14][C:15]2[C:23]3[C:18](=[CH:19][C:20]([NH:24][C:25]4[CH:33]=[CH:32][CH:31]=[CH:30][C:26]=4[C:27](O)=[O:28])=[CH:21][CH:22]=3)[N:17]([CH:34]3[CH2:39][CH2:38][CH2:37][CH2:36][O:35]3)[N:16]=2)[CH:8]=1, predict the reaction product. The product is: [CH3:5][C:2](=[CH2:1])[CH2:3][NH:4][C:27](=[O:28])[C:26]1[CH:30]=[CH:31][CH:32]=[CH:33][C:25]=1[NH:24][C:20]1[CH:19]=[C:18]2[C:23]([C:15]([CH:14]=[CH:13][C:9]3[CH:8]=[C:7]([CH3:6])[CH:12]=[CH:11][N:10]=3)=[N:16][N:17]2[CH:34]2[CH2:39][CH2:38][CH2:37][CH2:36][O:35]2)=[CH:22][CH:21]=1. (6) Given the reactants C(NC(C)C)(C)C.C([Li])CCC.[CH3:13][C:14]([C:16]1[CH:17]=[CH:18][C:19]2[S:24][C:23]3[N:25]=[CH:26][CH:27]=[N:28][C:22]=3[N:21]([CH2:29][O:30][CH3:31])[C:20]=2[CH:32]=1)=[O:15].[C:33](Cl)(=[O:35])[CH3:34], predict the reaction product. The product is: [CH3:31][O:30][CH2:29][N:21]1[C:20]2[CH:32]=[C:16]([C:14](=[O:15])[CH2:13][C:33](=[O:35])[CH3:34])[CH:17]=[CH:18][C:19]=2[S:24][C:23]2[N:25]=[CH:26][CH:27]=[N:28][C:22]1=2.